From a dataset of Drug-target binding data from BindingDB using IC50 measurements. Regression. Given a target protein amino acid sequence and a drug SMILES string, predict the binding affinity score between them. We predict pIC50 (pIC50 = -log10(IC50 in M); higher means more potent). Dataset: bindingdb_ic50. (1) The small molecule is CC1(C)[C@@H]2CC[C@@]1(CS(=O)(=O)N1CCC3(C=Cc4ccccc43)CC1)[C@@](O)(CNC(=O)[C@@H](N)CCC(N)=O)C2. The target protein (P70536) has sequence MEGTPAANWSVELDLGSGVPPGEEGNRTAGPPQRNEALARVEVAVLCLILFLALSGNACVLLALRTTRHKHSRLFFFMKHLSIADLVVAVFQVLPQLLWDITFRFYGPDLLCRLVKYLQVVGMFASTYLLLLMSLDRCLAICQPLRSLRRRTDRLAVLGTWLGCLVASAPQVHIFSLREVADGVFDCWAVFIQPWGPKAYVTWITLAVYIVPVIVLAACYGLISFKIWQNLRLKTAAAAAAAEGNDAAGGAGRAALARVSSVKLISKAKIRTVKMTFIIVLAFIVCWTPFFFVQMWSVWDVNAPKEASAFIIAMLLASLNSCCNPWIYMLFTGHLFHELVQRFFCCSARYLKGSRPGETSVSKKSNSSTFVLSRRSSSQRSCSQPSSA. The pIC50 is 7.0. (2) The drug is O=C(O)Cc1cnc(C(c2ccc(F)cc2)c2ccc(F)cc2)nc1-c1cccc(F)c1. The target protein (Q6XKD3) has sequence MANITLKPLCPLLEEMVQLPNHSNSSLRYIDHVSVLLHGLASLLGLVENGLILFVVGCRMRQTVVTTWVLHLALSDLLAAASLPFFTYFLAVGHSWELGTTFCKLHSSVFFLNMFASGFLLSAISLDRCLQVVRPVWAQNHRTVAAAHRVCLMLWALAVLNTVPYFVFRDTIPRRDGRIMCYYNMLLLNPGSDRDTTCDYRQKALAVSKFLLAFMVPLAIIASSHVAVSLQLHHRGRQRTGRFVRLVAAIVVAFILCWGPYHIFSLLEARAHSVTTLRQLASRGLPFVTSLAFFNSVVNPLLYVLTCPDMLHKLRRSLLTVLESVLVEDSDLSTGPGKRCRRRHRRRASSTTTPASTLLLADRFPQLRPARLIGWMRRGSAELPRRVREQSQEKQGSLSCTLD. The pIC50 is 8.1. (3) The small molecule is C[C@]12CC[C@H](O)C[C@@H]1[C@@H](O)C=C1CCC12. The target protein (O93875) has sequence MDIVLEICDYYLFDKVYADVFPKDGAVHEFLKPAIQSFSQIDFPSLPNLDSFDTNSTLISSNNFNISNVNPATIPSYLFSKIASYQDKSEIYGLAPKFFPATDFINTSFLARSNIFRETLSLFIITTIFGWLLYFIVAYLSYVFVFDKKIFNHPRYLKNQMSLEIKRATTAIPVMVLLTIPFFLLELNGYSFLYLDINECTGGYKAILWQIPKFILFTDCGIYFLHRWLHWPSVYKVLHKPHHKWIVCTPFASHAFHPVDGFFQSLPYHLYPLLFPLHKVLYLFLFTFVNFWTVMIHDGSYWSNDPVVNGTACHTVHHLYFNYNYGQFTTLWDRLGNSYRRPDDSLFVKDVKAEEEKKIWKEQTRKMEEIRGEVEGKVDDREYVEQ. The pIC50 is 4.3. (4) The compound is CC(=O)C1C(=O)C=C2Oc3c(C(N)=O)c(O)cc(O)c3[C@]2(C)C1=O. The target protein (P43057) has sequence MSTSQPSQQQNPEQVVNDIRQKIEKERKIIQGFNDVKRNTNNPEVIQKWKSKIIESQSMIDYYQETMNKLTRQMQRLNTNSSSRTASRSSVISEYKPSYSNFDLIKYECPSLGNKIQFMLQYLEFKLQVENKYSEANKKLSHLYLMDGDKSSSNAAEGGRAESDQRIQLLEKALKKYQKFSINDHEFDRDYEIMDSTKHSRKLLTGRLTVSITCIRDVDHIATALAKKRETVVVIKVDDLEKARTKPSKNDNWNEEMVIDVDKSHEIELAVMDKQNGIYVPVAVNWFSLFDLAEEIRKKKVAKDQGSSGWLPAANLPQTGGSGAGTGSSMTGGASYGATSPLPAHNDLRPSVSPSSDAKENKVSVSTWLSLEPGGQMLINLNFEKSITNGKQFRGPLGRHGAIRQKKEEVFEKHGHQFVQKQFYNIMSCALCGEFLRYTGYQCQDCKFLCHKKCYQKVVTKCISKSGSDYDAAQLNHRIPHRFEPITNHGTKWCCHCGYI.... The pIC50 is 7.4. (5) The drug is C/C1=C/C(=O)O[C@@H]2C[C@@H](CC[C@H](C)/C=C\C=C\CC1)O[C@@](O)([C@@H]1CSC(=O)N1)C2. The target protein sequence is MDSEVAALVIDNGSGMCKAGFAGDDAPRAVFPSIVGRPRHQGIMVGMGQKDSYVGDEAQSKRGILTLRYPIEHGIVTNWDDMEKIWHHTFYNELRVAPEEHPVLLTEAPMNPKSNREKMTQIMFETFNVPAFYVSIQAVLSLYSSGRTTGIVLDSGDGVTHVVPIYAGFSLPHAILRIDLAGRDLTDYLMKILSERGYSFSTTAEREIVRDIKEKLCYVALDFEQEMQTAAQSSSIEKSYELPDGQVITIGNERFRAPEALFHPSVLGLESAGIDQTTYNSIMKCDVDVRKELYGNIVMSGGTTMFPGIAERMQKEITALAPSSMKVKIIAPPEKKYSVWIGGSILASLTTFQQMWISKQEYDESGPSIVHHKCF. The pIC50 is 7.4. (6) The compound is OC[C@H](O)C[S@@+]1C[C@@H](O)[C@H](O)[C@H]1CO. The target protein (Q6P7A9) has sequence MNIRKPLCSNSVVGACTLVSLTTAVILGHLMLRELMLLPQDLHESSSGLWKTYRPHHQESYEPAPLHIQEHAEQLRAVPTQCDVTPNSRFDCAPDKGITQEQCEARGCCWVPAGQVLNGPVMGQPWCFFPPSYPSYRLENLSSTESGYTATLTRTSPTFFPKDVLTLQLEVLMETDSRLHFMIKDPTSKRYEVPLETPRVLSQAPSPLYSVEFSEEPFGVIVRRKLGGRVLLNTTVAPLFFADQFLQLSTSLPSQHIAGLGEHLSPLMLSTEWTRITLWNRDVAPSQGVNLYGSHPFYLALEDGGLAHGVFLLNSNAMDVVLQPSPALTWRSTGGILDVYVFLGPEPKSVVQQYLDVVGYPFMPPYWGLGFHLCRWGYSSTAIVRQVVENMTRTHFPLDVQWNDLDYMDARRDFTFNQDGFADFPDMVHELHQGGRRYMMIVDPAISSSGPAGSYRPYDEGLRRGVFITNETGQPLIGKVWPGSTAFPDFTNPETLDWWQ.... The pIC50 is 3.4. (7) The compound is CS(=O)(=O)Nc1ccc([N+](=O)[O-])cc1OC1CCCCC1. The target protein (P05979) has sequence MSRQSISLRFPLLLLLLSPSPVFSADPGAPAPVNPCCYYPCQHQGICVRFGLDRYQCDCTRTGYSGPNCTIPEIWTWLRTTLRPSPSFIHFLLTHGRWLWDFVNATFIRDTLMRLVLTVRSNLIPSPPTYNIAHDYISWESFSNVSYYTRILPSVPRDCPTPMDTKGKKQLPDAEFLSRRFLLRRKFIPDPQSTNLMFAFFAQHFTHQFFKTSGKMGPGFTKALGHGVDLGHIYGDNLERQYQLRLFKDGKLKYQMLNGEVYPPSVEEAPVLMHYPRGIPPQSQMAVGQEVFGLLPGLMLYATIWLREHNRVCDLLKAEHPTWGDEQLFQTARLILIGETIKIVIEEYVQQLSGYFLQLKFDPELLFGAQFQYRNRIAMEFNQLYHWHPLMPDSFRVGPQDYSYEQFLFNTSMLVDYGVEALVDAFSRQPAGRIGGGRNIDHHILHVAVDVIKESRVLRLQPFNEYRKRFGMKPYTSFQELTGEKEMAAELEELYGDIDA.... The pIC50 is 3.7. (8) The drug is COCCN1CCC(NC(=O)c2ccc(Nc3ncc4c(n3)-c3c(nn(C)c3-c3ccccc3)CC4)c(OC)c2)CC1. The target protein (P08069) has sequence MKSGSGGGSPTSLWGLLFLSAALSLWPTSGEICGPGIDIRNDYQQLKRLENCTVIEGYLHILLISKAEDYRSYRFPKLTVITEYLLLFRVAGLESLGDLFPNLTVIRGWKLFYNYALVIFEMTNLKDIGLYNLRNITRGAIRIEKNADLCYLSTVDWSLILDAVSNNYIVGNKPPKECGDLCPGTMEEKPMCEKTTINNEYNYRCWTTNRCQKMCPSTCGKRACTENNECCHPECLGSCSAPDNDTACVACRHYYYAGVCVPACPPNTYRFEGWRCVDRDFCANILSAESSDSEGFVIHDGECMQECPSGFIRNGSQSMYCIPCEGPCPKVCEEEKKTKTIDSVTSAQMLQGCTIFKGNLLINIRRGNNIASELENFMGLIEVVTGYVKIRHSHALVSLSFLKNLRLILGEEQLEGNYSFYVLDNQNLQQLWDWDHRNLTIKAGKMYFAFNPKLCVSEIYRMEEVTGTKGRQSKGDINTRNNGERASCESDVLHFTSTTT.... The pIC50 is 8.3.